Dataset: Reaction yield outcomes from USPTO patents with 853,638 reactions. Task: Predict the reaction yield, written as a fraction of the theoretical maximum amount of product (1.0 means a 100% yield; for example, 0.34 means a 34% yield). (1) The reactants are [CH3:1][O:2][C:3](=[O:28])[C:4]1[CH:9]=[CH:8][C:7]([CH2:10][N:11]([C:18]2[CH:23]=[CH:22][C:21]([CH3:24])=[CH:20][C:19]=2[N+:25]([O-:27])=[O:26])C(=O)C(F)(F)F)=[CH:6][CH:5]=1.[OH-].[K+]. The catalyst is C(Cl)Cl.[Br-].C([N+](CCCC)(CCCC)CCCC)CCC. The product is [CH3:1][O:2][C:3](=[O:28])[C:4]1[CH:9]=[CH:8][C:7]([CH2:10][NH:11][C:18]2[CH:23]=[CH:22][C:21]([CH3:24])=[CH:20][C:19]=2[N+:25]([O-:27])=[O:26])=[CH:6][CH:5]=1. The yield is 0.900. (2) The reactants are [Na+].[C:2]([C:5]1[N:6]=[C:7]([N:10]2[CH2:13][CH:12]([S:14][C:15]3[C@H:16]([CH3:29])[C@@H:17]4[C@@H:24]([C@H:25]([OH:27])[CH3:26])[C:23](=[O:28])[N:18]4[C:19]=3[C:20]([O-:22])=[O:21])[CH2:11]2)[S:8][CH:9]=1)(=[O:4])[NH2:3].[CH2:30](I)[CH3:31].C(OCC)(=O)C.C(OCC)C. The catalyst is CN(C)C=O.C(Cl)Cl.CCCCCC. The product is [C:2]([C:5]1[N:6]=[C:7]([N:10]2[CH2:13][CH:12]([S:14][C:15]3[C@H:16]([CH3:29])[C@@H:17]4[C@@H:24]([C@H:25]([OH:27])[CH3:26])[C:23](=[O:28])[N:18]4[C:19]=3[C:20]([O:22][CH2:30][CH3:31])=[O:21])[CH2:11]2)[S:8][CH:9]=1)(=[O:4])[NH2:3]. The yield is 0.950. (3) The reactants are [CH3:1][O:2][C:3]([CH:5]1[CH2:10][N:9]([S:11]([C:14]2[S:18][C:17]3[CH:19]=[C:20]([Cl:23])[CH:21]=[CH:22][C:16]=3[CH:15]=2)(=[O:13])=[O:12])[CH2:8][C:7](=[O:24])[N:6]1[CH2:25][C:26]1[CH:31]=[CH:30][C:29]([C:32]#[N:33])=[C:28]([N:34]=C(C2C=CC=CC=2)C2C=CC=CC=2)[CH:27]=1)=[O:4].C1COCC1.Cl. The catalyst is Cl.CO. The product is [CH3:1][O:2][C:3]([CH:5]1[CH2:10][N:9]([S:11]([C:14]2[S:18][C:17]3[CH:19]=[C:20]([Cl:23])[CH:21]=[CH:22][C:16]=3[CH:15]=2)(=[O:12])=[O:13])[CH2:8][C:7](=[O:24])[N:6]1[CH2:25][C:26]1[CH:31]=[CH:30][C:29]([C:32]#[N:33])=[C:28]([NH2:34])[CH:27]=1)=[O:4]. The yield is 0.930.